From a dataset of Forward reaction prediction with 1.9M reactions from USPTO patents (1976-2016). Predict the product of the given reaction. (1) Given the reactants [H-].[Al+3].[Li+].[H-].[H-].[H-].[CH2:7]([O:11][C:12]1[CH:17]=[CH:16][C:15]([CH:18]2[CH2:23][CH2:22][CH:21]([CH:24]3[CH2:29][CH2:28][C:27](=O)[CH2:26][CH2:25]3)[CH2:20][CH2:19]2)=[C:14]([F:31])[C:13]=1[F:32])[CH2:8][CH2:9][CH3:10].C(OCC)(=[O:35])C.N, predict the reaction product. The product is: [CH2:7]([O:11][C:12]1[CH:17]=[CH:16][C:15]([CH:18]2[CH2:23][CH2:22][CH:21]([C:24]3([OH:35])[CH2:29][CH2:28][CH2:27][CH2:26][CH2:25]3)[CH2:20][CH2:19]2)=[C:14]([F:31])[C:13]=1[F:32])[CH2:8][CH2:9][CH3:10]. (2) Given the reactants [Cl:1][C:2]1[N:7]=[C:6](Cl)[C:5]([F:9])=[CH:4][N:3]=1.[F:10][C:11]1[C:16]([F:17])=[C:15]([F:18])[CH:14]=[CH:13][C:12]=1B(O)O.C(=O)([O-])[O-].[K+].[K+].COCCOC, predict the reaction product. The product is: [Cl:1][C:2]1[N:7]=[C:6]([C:14]2[CH:13]=[CH:12][C:11]([F:10])=[C:16]([F:17])[C:15]=2[F:18])[C:5]([F:9])=[CH:4][N:3]=1. (3) Given the reactants [C:1]([O:5][C:6]([N:8]1[CH2:13][CH2:12][CH:11]([OH:14])[CH2:10][CH2:9]1)=[O:7])([CH3:4])([CH3:3])[CH3:2].[H-].[Na+].[CH2:17](I)[CH3:18], predict the reaction product. The product is: [C:1]([O:5][C:6]([N:8]1[CH2:13][CH2:12][CH:11]([O:14][CH2:17][CH3:18])[CH2:10][CH2:9]1)=[O:7])([CH3:4])([CH3:2])[CH3:3]. (4) Given the reactants [C:1]([O:5][C:6]([NH:8][CH2:9][C@H:10]1[CH2:15][CH2:14][C@H:13]([C:16]([OH:18])=O)[CH2:12][CH2:11]1)=[O:7])([CH3:4])([CH3:3])[CH3:2].Cl.[CH3:20][NH:21][O:22][CH3:23].CN1CCOCC1.CCN=C=NCCCN(C)C.C1C=CC2N(O)N=NC=2C=1, predict the reaction product. The product is: [C:1]([O:5][C:6](=[O:7])[NH:8][CH2:9][C@H:10]1[CH2:11][CH2:12][C@H:13]([C:16](=[O:18])[N:21]([O:22][CH3:23])[CH3:20])[CH2:14][CH2:15]1)([CH3:2])([CH3:3])[CH3:4]. (5) Given the reactants [C:1]([C@H:5]1[CH2:10][CH2:9][C@H:8]([O:11][C:12]2[CH:13]=[C:14]3[C:19](=[CH:20][CH:21]=2)[CH:18]=[C:17]([CH2:22][NH:23][CH2:24][CH3:25])[CH:16]=[CH:15]3)[CH2:7][CH2:6]1)([CH3:4])([CH3:3])[CH3:2].[C:26]([O:30][CH3:31])(=[O:29])[CH:27]=[CH2:28], predict the reaction product. The product is: [C:1]([C@H:5]1[CH2:10][CH2:9][C@H:8]([O:11][C:12]2[CH:13]=[C:14]3[C:19](=[CH:20][CH:21]=2)[CH:18]=[C:17]([CH2:22][N:23]([CH2:24][CH3:25])[CH2:28][CH2:27][C:26]([O:30][CH3:31])=[O:29])[CH:16]=[CH:15]3)[CH2:7][CH2:6]1)([CH3:4])([CH3:2])[CH3:3]. (6) Given the reactants [CH3:1][O:2][C:3]1[CH:12]=[C:11]2[C:6]([C:7]([O:13][C:14]3[CH:19]=[CH:18][C:17]([NH:20][C:21]([NH:23][C:24]4[S:25][CH:26]=[CH:27][N:28]=4)=[O:22])=[CH:16][CH:15]=3)=[CH:8][CH:9]=[N:10]2)=[CH:5][C:4]=1[C:29]([OH:31])=[O:30].Cl.C(N=C=NCCCN(C)C)C.C(N(CC)CC)C.[CH3:51][O:52][CH2:53][CH2:54]N, predict the reaction product. The product is: [CH3:1][O:2][C:3]1[CH:12]=[C:11]2[C:6]([C:7]([O:13][C:14]3[CH:15]=[CH:16][C:17]([NH:20][C:21]([NH:23][C:24]4[S:25][CH:26]=[CH:27][N:28]=4)=[O:22])=[CH:18][CH:19]=3)=[CH:8][CH:9]=[N:10]2)=[CH:5][C:4]=1[C:29]([O:31][CH2:54][CH2:53][O:52][CH3:51])=[O:30]. (7) Given the reactants [Cl:1][C:2]1[C:7]([N+:8]([O-])=O)=[CH:6][C:5]([N+:11]([O-])=O)=[CH:4][N:3]=1.[NH:14]1[CH2:19][CH2:18][CH2:17][CH2:16][CH2:15]1.[H][H].C1CCCCC=1, predict the reaction product. The product is: [ClH:1].[ClH:1].[NH2:8][C:7]1[C:2]([N:14]2[CH2:19][CH2:18][CH2:17][CH2:16][CH2:15]2)=[N:3][CH:4]=[C:5]([NH2:11])[CH:6]=1. (8) Given the reactants C([NH:8][C@H:9]([C:19]([OH:21])=O)[CH2:10][C:11]1[CH:16]=[CH:15][C:14]([OH:17])=[C:13]([I:18])[CH:12]=1)(OC(C)(C)C)=O.[C:22](OC(=O)C)(=[O:24])C.[CH2:29](Cl)[CH2:30]Cl.C1C=CC2N([OH:42])N=NC=2C=1.[NH3:43].C(O)(=O)[CH2:45][C:46]([CH2:51]C(O)=O)([C:48](O)=O)[OH:47], predict the reaction product. The product is: [C:22]([NH:43][C:19](=[O:21])[C@H:9]([CH2:10][C:11]1[CH:16]=[CH:15][C:14]([O:17][C:29](=[O:42])[CH3:30])=[C:13]([I:18])[CH:12]=1)[NH2:8])([O:47][C:46]([CH3:45])([CH3:48])[CH3:51])=[O:24]. (9) Given the reactants ClC1C=CC([NH:8][C:9]([C:11]2[CH:19]=[CH:18][C:14]([C:15](O)=[O:16])=[CH:13][C:12]=2[NH:20][C:21]([C@H:23]2[CH2:28][CH2:27][C@H:26]([N:29]3[CH2:34][CH2:33][O:32][CH2:31][C:30]3=[O:35])[CH2:25][CH2:24]2)=[O:22])=[O:10])=NC=1.[ClH:36].[CH3:37][NH:38][CH3:39].ON1C2C=C[CH:48]=[CH:49][C:44]=2N=N1.Cl.[CH2:51]([N:53]=[C:54]=NCCCN(C)C)C.C(=O)([O-])O.[Na+], predict the reaction product. The product is: [Cl:36][C:48]1[CH:49]=[CH:44][C:37]([NH:8][C:9](=[O:10])[C:11]2[CH:19]=[CH:18][C:14]([C:15]([N:53]([CH3:54])[CH3:51])=[O:16])=[CH:13][C:12]=2[NH:20][C:21]([C@H:23]2[CH2:28][CH2:27][C@H:26]([N:29]3[CH2:34][CH2:33][O:32][CH2:31][C:30]3=[O:35])[CH2:25][CH2:24]2)=[O:22])=[N:38][CH:39]=1.